This data is from Reaction yield outcomes from USPTO patents with 853,638 reactions. The task is: Predict the reaction yield, written as a fraction of the theoretical maximum amount of product (1.0 means a 100% yield; for example, 0.34 means a 34% yield). (1) The reactants are O1CCCC1.[OH-].[Na+].[NH2:8][C:9]1[C:14]([C:15]2[O:19][N:18]=[C:17]([CH2:20][C:21]3[CH:26]=[CH:25][C:24]([OH:27])=[CH:23][CH:22]=3)[CH:16]=2)=[CH:13][CH:12]=[CH:11][N:10]=1.[Cl:28][C:29]1[CH:34]=[CH:33][N:32]=[C:31]([CH2:35]Cl)[CH:30]=1. The catalyst is CN(C)C=O. The product is [Cl:28][C:29]1[CH:34]=[CH:33][N:32]=[C:31]([CH2:35][O:27][C:24]2[CH:25]=[CH:26][C:21]([CH2:20][C:17]3[CH:16]=[C:15]([C:14]4[C:9]([NH2:8])=[N:10][CH:11]=[CH:12][CH:13]=4)[O:19][N:18]=3)=[CH:22][CH:23]=2)[CH:30]=1. The yield is 0.830. (2) The reactants are [CH3:1][O:2][C:3](=[O:32])[CH2:4][C:5]1([N:16]2[CH2:21][CH2:20][CH:19]([NH:22][C@@H:23]3[CH2:25][C@H:24]3[C:26]3[CH:31]=[CH:30][CH:29]=[CH:28][CH:27]=3)[CH2:18][CH2:17]2)[CH2:8][N:7]([C:9]([O:11][C:12]([CH3:15])([CH3:14])[CH3:13])=[O:10])[CH2:6]1.C(N(CC)C(C)C)(C)C.[F:42][C:43]([F:54])([F:53])[C:44](O[C:44](=[O:45])[C:43]([F:54])([F:53])[F:42])=[O:45]. The catalyst is C(Cl)Cl. The yield is 0.830. The product is [CH3:1][O:2][C:3](=[O:32])[CH2:4][C:5]1([N:16]2[CH2:17][CH2:18][CH:19]([N:22]([C@@H:23]3[CH2:25][C@H:24]3[C:26]3[CH:27]=[CH:28][CH:29]=[CH:30][CH:31]=3)[C:44](=[O:45])[C:43]([F:54])([F:53])[F:42])[CH2:20][CH2:21]2)[CH2:8][N:7]([C:9]([O:11][C:12]([CH3:15])([CH3:14])[CH3:13])=[O:10])[CH2:6]1. (3) The reactants are [Br:1][CH2:2][C:3]1[C:14]2[C:13]3[C:8](=[CH:9][C:10]([F:17])=[CH:11][C:12]=3[CH2:15]Br)[C:7]=2[CH:6]=[C:5]([F:18])[CH:4]=1.[NH2:19][C:20]([NH2:22])=[S:21]. The catalyst is C(O)C. The product is [BrH:1].[BrH:1].[C:20]([S:21][CH2:2][C:3]1[C:14]2[C:13]3[C:8](=[CH:9][C:10]([F:17])=[CH:11][C:12]=3[CH2:15][S:21][C:20](=[NH:19])[NH2:22])[C:7]=2[CH:6]=[C:5]([F:18])[CH:4]=1)(=[NH:22])[NH2:19]. The yield is 0.630. (4) The reactants are [Cl:1][C:2]1[CH:3]=[C:4]([CH:8]=[CH:9][C:10]=1[C:11]([O:13][CH3:14])=[O:12])[C:5](O)=[O:6].O.CCOC(C)=O. The catalyst is C1COCC1. The product is [Cl:1][C:2]1[CH:3]=[C:4]([CH2:5][OH:6])[CH:8]=[CH:9][C:10]=1[C:11]([O:13][CH3:14])=[O:12]. The yield is 0.940. (5) The reactants are [Cl-].[CH2:2]([NH+:9]1[CH2:13][CH:12]([S:14]([C:16]2[CH:21]=[CH:20][CH:19]=[CH:18][CH:17]=2)=[O:15])[C:11]([C:26]2[CH:31]=[C:30]([Cl:32])[CH:29]=[C:28]([Cl:33])[CH:27]=2)([C:22]([F:25])([F:24])[F:23])[CH2:10]1)[C:3]1[CH:8]=[CH:7][CH:6]=[CH:5][CH:4]=1.C(OCC)(=O)C. The catalyst is [OH-].[Na+]. The product is [CH2:2]([N:9]1[CH2:13][CH:12]([S:14]([C:16]2[CH:17]=[CH:18][CH:19]=[CH:20][CH:21]=2)=[O:15])[C:11]([C:26]2[CH:31]=[C:30]([Cl:32])[CH:29]=[C:28]([Cl:33])[CH:27]=2)([C:22]([F:23])([F:24])[F:25])[CH2:10]1)[C:3]1[CH:8]=[CH:7][CH:6]=[CH:5][CH:4]=1. The yield is 0.800. (6) The reactants are [O:1]=[C:2]1[C:6]2([CH2:11][CH2:10][NH:9][CH2:8][CH2:7]2)[N:5]([C:12]2[CH:17]=[CH:16][CH:15]=[CH:14][CH:13]=2)[CH2:4][N:3]1[CH2:18][C:19]1[CH:20]=[C:21]([CH:29]=[CH:30][CH:31]=1)[C:22]([O:24][C:25]([CH3:28])([CH3:27])[CH3:26])=[O:23].Cl[CH2:33][CH2:34][CH2:35][N:36]1[C:44]2[C:39](=[CH:40][CH:41]=[CH:42][CH:43]=2)[C:38]([CH2:45][CH2:46][C:47]([O:49][CH3:50])=[O:48])=[CH:37]1.[I-].[Na+].C(=O)([O-])[O-].[K+].[K+]. The catalyst is CC(=O)CC. The product is [CH3:50][O:49][C:47](=[O:48])[CH2:46][CH2:45][C:38]1[C:39]2[C:44](=[CH:43][CH:42]=[CH:41][CH:40]=2)[N:36]([CH2:35][CH2:34][CH2:33][N:9]2[CH2:10][CH2:11][C:6]3([N:5]([C:12]4[CH:13]=[CH:14][CH:15]=[CH:16][CH:17]=4)[CH2:4][N:3]([CH2:18][C:19]4[CH:20]=[C:21]([CH:29]=[CH:30][CH:31]=4)[C:22]([O:24][C:25]([CH3:28])([CH3:26])[CH3:27])=[O:23])[C:2]3=[O:1])[CH2:7][CH2:8]2)[CH:37]=1. The yield is 0.560.